From a dataset of TCR-epitope binding with 47,182 pairs between 192 epitopes and 23,139 TCRs. Binary Classification. Given a T-cell receptor sequence (or CDR3 region) and an epitope sequence, predict whether binding occurs between them. (1) The TCR CDR3 sequence is CASSQDPGSSYNEQFF. The epitope is RIFTIGTVTLK. Result: 1 (the TCR binds to the epitope). (2) The epitope is FRYMNSQGL. The TCR CDR3 sequence is CASSLEEILSGYNEQFF. Result: 0 (the TCR does not bind to the epitope).